From a dataset of Catalyst prediction with 721,799 reactions and 888 catalyst types from USPTO. Predict which catalyst facilitates the given reaction. Reactant: [O:1]1[CH2:6][CH2:5][N:4]([C:7]2[CH:12]=[CH:11][C:10]([C:13]3[NH:36][C:16]4=[N:17][CH:18]=[CH:19][C:20]([C:21]5[CH:22]=[CH:23][C:24]([O:29][CH:30]6[CH2:35][CH2:34][NH:33][CH2:32][CH2:31]6)=[C:25]([CH:28]=5)[C:26]#[N:27])=[C:15]4[N:14]=3)=[CH:9][CH:8]=2)[CH2:3][CH2:2]1.[OH:37][CH2:38][C:39](O)=[O:40].CN(C(ON1N=NC2C=CC=NC1=2)=[N+](C)C)C.F[P-](F)(F)(F)(F)F.CCN(C(C)C)C(C)C. Product: [OH:40][CH2:39][C:38]([N:33]1[CH2:34][CH2:35][CH:30]([O:29][C:24]2[CH:23]=[CH:22][C:21]([C:20]3[CH:19]=[CH:18][N:17]=[C:16]4[NH:36][C:13]([C:10]5[CH:9]=[CH:8][C:7]([N:4]6[CH2:5][CH2:6][O:1][CH2:2][CH2:3]6)=[CH:12][CH:11]=5)=[N:14][C:15]=34)=[CH:28][C:25]=2[C:26]#[N:27])[CH2:31][CH2:32]1)=[O:37]. The catalyst class is: 4.